This data is from Forward reaction prediction with 1.9M reactions from USPTO patents (1976-2016). The task is: Predict the product of the given reaction. Given the reactants [CH3:1][C:2]1([CH3:20])[CH2:6][S:5](=[O:8])(=[O:7])[N:4]([C:9]2[CH:19]=[CH:18][C:12]([C:13]([O:15]CC)=O)=[CH:11][CH:10]=2)[CH2:3]1.[CH3:21][C:22]1[C:23]([N:29]2[CH2:34][CH2:33][NH:32][CH2:31][CH2:30]2)=[N:24][CH:25]=[C:26]([CH3:28])[CH:27]=1, predict the reaction product. The product is: [CH3:20][C:2]1([CH3:1])[CH2:6][S:5](=[O:7])(=[O:8])[N:4]([C:9]2[CH:10]=[CH:11][C:12]([C:13]([N:32]3[CH2:33][CH2:34][N:29]([C:23]4[C:22]([CH3:21])=[CH:27][C:26]([CH3:28])=[CH:25][N:24]=4)[CH2:30][CH2:31]3)=[O:15])=[CH:18][CH:19]=2)[CH2:3]1.